Task: Predict which catalyst facilitates the given reaction.. Dataset: Catalyst prediction with 721,799 reactions and 888 catalyst types from USPTO (1) Reactant: [CH3:1][N:2]1[C:6]([C:7]#[C:8][C:9]2[N:14]=[CH:13][N:12]=[C:11]([NH2:15])[C:10]=2[NH2:16])=[C:5]([C:17]2[CH:22]=[CH:21][CH:20]=[CH:19][CH:18]=2)[N:4]=[CH:3]1.C(Cl)Cl.CO. Product: [CH3:1][N:2]1[C:6]([C:7]2[NH:16][C:10]3[C:11]([NH2:15])=[N:12][CH:13]=[N:14][C:9]=3[CH:8]=2)=[C:5]([C:17]2[CH:22]=[CH:21][CH:20]=[CH:19][CH:18]=2)[N:4]=[CH:3]1. The catalyst class is: 122. (2) Reactant: [F:1][C:2]([F:18])([F:17])[C:3](=O)[CH2:4][C:5]([C:7]1[CH:12]=[CH:11][C:10]([O:13][CH3:14])=[C:9]([CH3:15])[CH:8]=1)=O.Cl.[NH:20]([C:22]1[CH:27]=[CH:26][C:25]([S:28]([CH3:31])(=[O:30])=[O:29])=[CH:24][N:23]=1)[NH2:21]. Product: [CH3:15][C:9]1[CH:8]=[C:7]([C:5]2[N:20]([C:22]3[CH:27]=[CH:26][C:25]([S:28]([CH3:31])(=[O:30])=[O:29])=[CH:24][N:23]=3)[N:21]=[C:3]([C:2]([F:18])([F:17])[F:1])[CH:4]=2)[CH:12]=[CH:11][C:10]=1[O:13][CH3:14]. The catalyst class is: 8. (3) Reactant: [C:1]1([CH2:7][O:8][C:9]2[CH:18]=[C:17]([CH2:19][N:20]3[CH2:25][CH2:24][CH2:23][CH2:22][CH2:21]3)[C:16]([C:26]([F:29])([F:28])[F:27])=[CH:15][C:10]=2[C:11]([O:13]C)=[O:12])[CH:6]=[CH:5][CH:4]=[CH:3][CH:2]=1.[Li+].[OH-].O.Cl. Product: [C:1]1([CH2:7][O:8][C:9]2[CH:18]=[C:17]([CH2:19][N:20]3[CH2:21][CH2:22][CH2:23][CH2:24][CH2:25]3)[C:16]([C:26]([F:29])([F:27])[F:28])=[CH:15][C:10]=2[C:11]([OH:13])=[O:12])[CH:6]=[CH:5][CH:4]=[CH:3][CH:2]=1. The catalyst class is: 7.